This data is from Full USPTO retrosynthesis dataset with 1.9M reactions from patents (1976-2016). The task is: Predict the reactants needed to synthesize the given product. (1) Given the product [Cl:1][C:2]1[CH:7]=[C:6]2[NH:8][C:9](=[O:36])[C:10]3([CH:15]([C:16]4[CH:21]=[CH:20][CH:19]=[C:18]([Cl:22])[CH:17]=4)[CH2:14][C:13](=[O:23])[N:12]([CH2:50][CH2:49][CH2:48][Cl:47])[CH:11]3[C:24]3[C:29]([O:30][CH:31]([CH3:33])[CH3:32])=[CH:28][CH:27]=[C:26]([F:34])[C:25]=3[F:35])[C:5]2=[CH:4][CH:3]=1.[CH3:37][O:38][CH:39]([Si:41]([CH3:44])([CH3:43])[CH3:42])[CH3:40], predict the reactants needed to synthesize it. The reactants are: [Cl:1][C:2]1[CH:7]=[C:6]2[NH:8][C:9](=[O:36])[C:10]3([CH:15]([C:16]4[CH:21]=[CH:20][CH:19]=[C:18]([Cl:22])[CH:17]=4)[CH2:14][C:13](=[O:23])[NH:12][CH:11]3[C:24]3[C:29]([O:30][CH:31]([CH3:33])[CH3:32])=[CH:28][CH:27]=[C:26]([F:34])[C:25]=3[F:35])[C:5]2=[CH:4][CH:3]=1.[CH3:37][O:38][CH:39]([Si:41]([CH3:44])([CH3:43])[CH3:42])[CH3:40].[H-].[Li+].[Cl:47][CH2:48][CH2:49][CH2:50]I. (2) Given the product [C:11]1([C@H:17]2[CH2:22][CH2:21][C@H:20]([NH:1][CH2:2][CH2:3][C:4]3[CH:9]=[CH:8][C:7]([OH:10])=[CH:6][CH:5]=3)[CH2:19][CH2:18]2)[CH:16]=[CH:15][CH:14]=[CH:13][CH:12]=1, predict the reactants needed to synthesize it. The reactants are: [NH2:1][CH2:2][CH2:3][C:4]1[CH:9]=[CH:8][C:7]([OH:10])=[CH:6][CH:5]=1.[C:11]1([CH:17]2[CH2:22][CH2:21][C:20](=O)[CH2:19][CH2:18]2)[CH:16]=[CH:15][CH:14]=[CH:13][CH:12]=1.[BH4-].[Na+].Cl. (3) Given the product [CH2:14]([C:13]1[N:12]=[C:11]([NH2:23])[N:10]=[C:9]([NH2:24])[C:8]=1[C:5]1[CH:4]=[CH:3][C:2]([NH:1][CH2:29][C:28]2[CH:31]=[CH:32][C:33]([S:34]([CH3:37])(=[O:36])=[O:35])=[C:26]([CH3:25])[CH:27]=2)=[CH:7][CH:6]=1)[CH3:39], predict the reactants needed to synthesize it. The reactants are: [NH2:1][C:2]1[CH:7]=[CH:6][C:5]([C:8]2[C:9]([NH2:24])=[N:10][C:11]([NH2:23])=[N:12][C:13]=2[CH2:14]OCC2C=CC=CC=2)=[CH:4][CH:3]=1.[CH3:25][C:26]1[CH:27]=[C:28]([CH:31]=[CH:32][C:33]=1[S:34]([CH3:37])(=[O:36])=[O:35])[CH:29]=O.F[C:39]1C=C(C=CC=1S(C)(=O)=O)C=O. (4) Given the product [Cl:1][C:2]1[CH:7]=[CH:6][C:5]([O:8][CH2:11][O:12][CH3:13])=[CH:4][N:3]=1, predict the reactants needed to synthesize it. The reactants are: [Cl:1][C:2]1[CH:7]=[CH:6][C:5]([OH:8])=[CH:4][N:3]=1.[H-].[Na+].[CH3:11][O:12][CH2:13]Cl. (5) Given the product [CH3:28][N:27]([CH2:26][C:12]1[CH:11]=[C:10]([O:9][CH2:8][CH2:7][CH:5]([OH:6])[CH2:4][OH:3])[CH:15]=[C:14]([O:16][CH2:17][CH2:18][CH:19]([OH:20])[CH2:23][OH:22])[CH:13]=1)[CH3:29], predict the reactants needed to synthesize it. The reactants are: CC1(C)[O:6][CH:5]([CH2:7][CH2:8][O:9][C:10]2[CH:11]=[C:12]([CH2:26][N:27]([CH3:29])[CH3:28])[CH:13]=[C:14]([O:16][CH2:17][CH2:18][CH:19]3[CH2:23][O:22]C(C)(C)[O:20]3)[CH:15]=2)[CH2:4][O:3]1.Cl. (6) Given the product [Cl:36][C:31]1[CH:30]=[C:29]([CH:11]2[C:10]3[C:15](=[CH:16][C:7]([B:39]4[O:43][C:42]([CH3:45])([CH3:44])[C:41]([CH3:47])([CH3:46])[O:40]4)=[CH:8][CH:9]=3)[CH2:14][N:13]([S:17]([C:20]3[CH:25]=[CH:24][CH:23]=[CH:22][C:21]=3[N+:26]([O-:28])=[O:27])(=[O:18])=[O:19])[CH2:12]2)[CH:34]=[CH:33][C:32]=1[Cl:35], predict the reactants needed to synthesize it. The reactants are: FC(F)(F)S(O[C:7]1[CH:16]=[C:15]2[C:10]([CH:11]([C:29]3[CH:34]=[CH:33][C:32]([Cl:35])=[C:31]([Cl:36])[CH:30]=3)[CH2:12][N:13]([S:17]([C:20]3[CH:25]=[CH:24][CH:23]=[CH:22][C:21]=3[N+:26]([O-:28])=[O:27])(=[O:19])=[O:18])[CH2:14]2)=[CH:9][CH:8]=1)(=O)=O.[B:39]1([B:39]2[O:43][C:42]([CH3:45])([CH3:44])[C:41]([CH3:47])([CH3:46])[O:40]2)[O:43][C:42]([CH3:45])([CH3:44])[C:41]([CH3:47])([CH3:46])[O:40]1.C([O-])(=O)C.[K+]. (7) Given the product [N:3]1[CH:4]=[CH:5][CH:6]=[CH:7][C:2]=1[O:1][C:10](=[O:11])[N:9]([CH3:8])[C:13]1[CH:18]=[CH:17][CH:16]=[CH:15][CH:14]=1, predict the reactants needed to synthesize it. The reactants are: [OH:1][C:2]1[CH:7]=[CH:6][CH:5]=[CH:4][N:3]=1.[CH3:8][N:9]([C:13]1[CH:18]=[CH:17][CH:16]=[CH:15][CH:14]=1)[C:10](Cl)=[O:11]. (8) Given the product [OH:26][NH:27][C:28]([C:3]1[CH:5]=[C:6]([NH:18][C:19](=[O:25])[O:20][C:21]([CH3:22])([CH3:23])[CH3:24])[S:101][CH:100]=1)=[NH:29], predict the reactants needed to synthesize it. The reactants are: ON[C:3]([C:5]1N(COCC[Si](C)(C)C)C=N[C:6]=1[NH:18][C:19](=[O:25])[O:20][C:21]([CH3:24])([CH3:23])[CH3:22])=N.[OH:26][NH:27][C:28](C1N=CN(COCC[Si](C)(C)C)C=1NC(=O)OC(C)(C)C)=[NH:29].ONC(C1C(C)=NOC=1NC(=O)OC(C)(C)C)=N.ONC(C1C=C(NC(=O)OC(C)(C)C)C=CC=1)=N.FC1C=C(C=CC=1C)C(NO)=N.C[C:100]1[S:101]C=CC=1C(NO)=N.C(C1SC=CC=1C(NO)=N)C.C(S(NC1SC=C(C(NO)=N)C=1)(=O)=O)C.ONC(C1C=C(NC(=O)NCC(C)C)SC=1)=N.ClCC(NO)=N.